From a dataset of NCI-60 drug combinations with 297,098 pairs across 59 cell lines. Regression. Given two drug SMILES strings and cell line genomic features, predict the synergy score measuring deviation from expected non-interaction effect. (1) Drug 1: COC1=C2C(=CC3=C1OC=C3)C=CC(=O)O2. Drug 2: C(CCl)NC(=O)N(CCCl)N=O. Cell line: M14. Synergy scores: CSS=9.44, Synergy_ZIP=0.558, Synergy_Bliss=2.71, Synergy_Loewe=0.940, Synergy_HSA=2.97. (2) Drug 1: CCC1(CC2CC(C3=C(CCN(C2)C1)C4=CC=CC=C4N3)(C5=C(C=C6C(=C5)C78CCN9C7C(C=CC9)(C(C(C8N6C)(C(=O)OC)O)OC(=O)C)CC)OC)C(=O)OC)O.OS(=O)(=O)O. Drug 2: CC1=C2C(C(=O)C3(C(CC4C(C3C(C(C2(C)C)(CC1OC(=O)C(C(C5=CC=CC=C5)NC(=O)OC(C)(C)C)O)O)OC(=O)C6=CC=CC=C6)(CO4)OC(=O)C)O)C)O. Cell line: HCC-2998. Synergy scores: CSS=14.8, Synergy_ZIP=-1.15, Synergy_Bliss=1.74, Synergy_Loewe=6.18, Synergy_HSA=3.13. (3) Drug 1: C1CN(CCN1C(=O)CCBr)C(=O)CCBr. Drug 2: COCCOC1=C(C=C2C(=C1)C(=NC=N2)NC3=CC=CC(=C3)C#C)OCCOC.Cl. Cell line: NCIH23. Synergy scores: CSS=25.4, Synergy_ZIP=0.692, Synergy_Bliss=-5.03, Synergy_Loewe=-6.01, Synergy_HSA=-4.35. (4) Drug 1: CCC1=CC2CC(C3=C(CN(C2)C1)C4=CC=CC=C4N3)(C5=C(C=C6C(=C5)C78CCN9C7C(C=CC9)(C(C(C8N6C)(C(=O)OC)O)OC(=O)C)CC)OC)C(=O)OC.C(C(C(=O)O)O)(C(=O)O)O. Drug 2: C1C(C(OC1N2C=C(C(=O)NC2=O)F)CO)O. Cell line: SF-295. Synergy scores: CSS=55.0, Synergy_ZIP=-2.25, Synergy_Bliss=-2.59, Synergy_Loewe=2.77, Synergy_HSA=4.82. (5) Drug 1: CC12CCC(CC1=CCC3C2CCC4(C3CC=C4C5=CN=CC=C5)C)O. Drug 2: CC1C(C(CC(O1)OC2CC(CC3=C2C(=C4C(=C3O)C(=O)C5=C(C4=O)C(=CC=C5)OC)O)(C(=O)CO)O)N)O.Cl. Cell line: A549. Synergy scores: CSS=41.9, Synergy_ZIP=1.35, Synergy_Bliss=0.120, Synergy_Loewe=-7.33, Synergy_HSA=1.20. (6) Drug 1: C1=NC(=NC(=O)N1C2C(C(C(O2)CO)O)O)N. Drug 2: CC12CCC3C(C1CCC2O)C(CC4=C3C=CC(=C4)O)CCCCCCCCCS(=O)CCCC(C(F)(F)F)(F)F. Cell line: HCC-2998. Synergy scores: CSS=9.42, Synergy_ZIP=-5.65, Synergy_Bliss=-7.11, Synergy_Loewe=-14.4, Synergy_HSA=-7.46. (7) Drug 1: CN(CCCl)CCCl.Cl. Drug 2: C1=NNC2=C1C(=O)NC=N2. Cell line: SK-MEL-5. Synergy scores: CSS=18.2, Synergy_ZIP=-9.60, Synergy_Bliss=-0.740, Synergy_Loewe=-16.2, Synergy_HSA=-1.77. (8) Drug 1: C1=CC(=CC=C1CCC2=CNC3=C2C(=O)NC(=N3)N)C(=O)NC(CCC(=O)O)C(=O)O. Drug 2: CCC1=CC2CC(C3=C(CN(C2)C1)C4=CC=CC=C4N3)(C5=C(C=C6C(=C5)C78CCN9C7C(C=CC9)(C(C(C8N6C)(C(=O)OC)O)OC(=O)C)CC)OC)C(=O)OC.C(C(C(=O)O)O)(C(=O)O)O. Cell line: K-562. Synergy scores: CSS=85.2, Synergy_ZIP=6.46, Synergy_Bliss=7.11, Synergy_Loewe=1.20, Synergy_HSA=11.7.